From a dataset of Peptide-MHC class II binding affinity with 134,281 pairs from IEDB. Regression. Given a peptide amino acid sequence and an MHC pseudo amino acid sequence, predict their binding affinity value. This is MHC class II binding data. (1) The peptide sequence is DAYVATLTEALRVIA. The MHC is DRB1_0301 with pseudo-sequence DRB1_0301. The binding affinity (normalized) is 0.412. (2) The peptide sequence is ASAAIFGHDGTVWAQ. The MHC is DRB1_1501 with pseudo-sequence DRB1_1501. The binding affinity (normalized) is 0.423. (3) The peptide sequence is LMSTRRVLEREQIPT. The MHC is DRB5_0101 with pseudo-sequence DRB5_0101. The binding affinity (normalized) is 0.130. (4) The peptide sequence is RNMTMSMSMILVGVI. The MHC is DRB5_0101 with pseudo-sequence DRB5_0101. The binding affinity (normalized) is 0.546. (5) The peptide sequence is FKHTDACCRTHDM. The MHC is DRB1_1101 with pseudo-sequence DRB1_1101. The binding affinity (normalized) is 0.